Task: Predict the reactants needed to synthesize the given product.. Dataset: Full USPTO retrosynthesis dataset with 1.9M reactions from patents (1976-2016) Given the product [F:3][C:4]1[CH:21]=[C:20]([F:22])[CH:19]=[CH:18][C:5]=1[O:6][C:7]1[CH:8]=[CH:9][C:10]([C:11]([OH:13])=[O:12])=[CH:16][CH:17]=1, predict the reactants needed to synthesize it. The reactants are: [OH-].[K+].[F:3][C:4]1[CH:21]=[C:20]([F:22])[CH:19]=[CH:18][C:5]=1[O:6][C:7]1[CH:17]=[CH:16][C:10]([C:11]([O:13]CC)=[O:12])=[CH:9][CH:8]=1.